Dataset: Acute oral toxicity (LD50) regression data from Zhu et al.. Task: Regression/Classification. Given a drug SMILES string, predict its toxicity properties. Task type varies by dataset: regression for continuous values (e.g., LD50, hERG inhibition percentage) or binary classification for toxic/non-toxic outcomes (e.g., AMES mutagenicity, cardiotoxicity, hepatotoxicity). Dataset: ld50_zhu. (1) The compound is CC(C)(c1ccc(O)cc1)c1ccc(O)cc1. The rat oral LD50 is 1.85, given as -log10 of the dose in mol/kg body weight (higher means more acutely toxic). (2) The rat oral LD50 is 2.91, given as -log10 of the dose in mol/kg body weight (higher means more acutely toxic). The drug is CN1C(=O)CN=C(c2ccccc2)c2cc(Cl)ccc21. (3) The drug is CC(C)CCCCCCCOC(=O)CCCCC(=O)OCCCCCCCC(C)C. The rat oral LD50 is 1.32, given as -log10 of the dose in mol/kg body weight (higher means more acutely toxic). (4) The rat oral LD50 is 3.12, given as -log10 of the dose in mol/kg body weight (higher means more acutely toxic). The compound is O=[N+]([O-])c1cc[n+]([O-])cc1.